Dataset: Forward reaction prediction with 1.9M reactions from USPTO patents (1976-2016). Task: Predict the product of the given reaction. (1) Given the reactants Cl.[CH:2]1([CH2:5][O:6][C:7]2[CH:12]=[CH:11][C:10]([CH:13]([F:15])[F:14])=[CH:9][C:8]=2[C:16]2[C:17]3[NH:24][C:23]([CH3:25])=[C:22]([C:26]([NH:28][CH:29]4[CH2:34][CH2:33][NH:32][CH2:31][CH2:30]4)=[O:27])[C:18]=3[N:19]=[CH:20][N:21]=2)[CH2:4][CH2:3]1.[C:35](Cl)(=[O:37])[CH3:36], predict the reaction product. The product is: [C:35]([N:32]1[CH2:31][CH2:30][CH:29]([NH:28][C:26]([C:22]2[C:18]3[N:19]=[CH:20][N:21]=[C:16]([C:8]4[CH:9]=[C:10]([CH:13]([F:14])[F:15])[CH:11]=[CH:12][C:7]=4[O:6][CH2:5][CH:2]4[CH2:4][CH2:3]4)[C:17]=3[NH:24][C:23]=2[CH3:25])=[O:27])[CH2:34][CH2:33]1)(=[O:37])[CH3:36]. (2) Given the reactants F[C:2]1[CH:3]=[N:4][CH:5]=[CH:6][C:7]=1[C:8]1[S:9][C:10]([CH3:13])=[CH:11][N:12]=1.[NH:14]1[CH2:19][CH2:18][CH:17]([C:20]([O:22][CH2:23][CH3:24])=[O:21])[CH2:16][CH2:15]1.C(=O)([O-])[O-].[K+].[K+].CN1C(=O)CCC1, predict the reaction product. The product is: [CH3:13][C:10]1[S:9][C:8]([C:7]2[CH:6]=[CH:5][N:4]=[CH:3][C:2]=2[N:14]2[CH2:19][CH2:18][CH:17]([C:20]([O:22][CH2:23][CH3:24])=[O:21])[CH2:16][CH2:15]2)=[N:12][CH:11]=1. (3) Given the reactants [CH2:1]([C:3]1[CH:4]=[C:5]([CH:10]=[CH:11][C:12]=1[N:13]([CH3:24])[C:14]1[N:19]=[CH:18][C:17]2[N:20]=[CH:21][N:22]([CH3:23])[C:16]=2[CH:15]=1)[C:6]([O:8]C)=[O:7])[CH3:2].[OH-].[Na+], predict the reaction product. The product is: [CH2:1]([C:3]1[CH:4]=[C:5]([CH:10]=[CH:11][C:12]=1[N:13]([CH3:24])[C:14]1[N:19]=[CH:18][C:17]2[N:20]=[CH:21][N:22]([CH3:23])[C:16]=2[CH:15]=1)[C:6]([OH:8])=[O:7])[CH3:2]. (4) Given the reactants [CH2:1]([C:13]1[C:21]2[S:22][CH:23]=[CH:24][C:20]=2[C:19]([CH2:25][CH2:26][CH2:27][CH2:28][CH2:29][CH2:30][CH2:31][CH2:32][CH2:33][CH2:34][CH2:35][CH3:36])=[C:15]2[S:16][CH:17]=[CH:18][C:14]=12)[CH2:2][CH2:3][CH2:4][CH2:5][CH2:6][CH2:7][CH2:8][CH2:9][CH2:10][CH2:11][CH3:12].C([Li])CCC.[CH3:42][Sn:43](Cl)([CH3:45])[CH3:44].O, predict the reaction product. The product is: [CH2:1]([C:13]1[C:21]2[S:22][C:23]([Sn:43]([CH3:45])([CH3:44])[CH3:42])=[CH:24][C:20]=2[C:19]([CH2:25][CH2:26][CH2:27][CH2:28][CH2:29][CH2:30][CH2:31][CH2:32][CH2:33][CH2:34][CH2:35][CH3:36])=[C:15]2[S:16][C:17]([Sn:43]([CH3:45])([CH3:44])[CH3:42])=[CH:18][C:14]=12)[CH2:2][CH2:3][CH2:4][CH2:5][CH2:6][CH2:7][CH2:8][CH2:9][CH2:10][CH2:11][CH3:12]. (5) Given the reactants [Br:1][C:2]1[N:3]=[C:4]2[C:10]([C:11]([OH:13])=O)=[CH:9][N:8]([CH2:14][O:15][CH2:16][CH2:17][Si:18]([CH3:21])([CH3:20])[CH3:19])[C:5]2=[N:6][CH:7]=1.[CH:22]1([CH:25]([NH2:27])[CH3:26])[CH2:24][CH2:23]1.CN(C)CCCN=C=NCC, predict the reaction product. The product is: [CH:22]1([CH:25]([NH:27][C:11]([C:10]2[C:4]3[C:5](=[N:6][CH:7]=[C:2]([Br:1])[N:3]=3)[N:8]([CH2:14][O:15][CH2:16][CH2:17][Si:18]([CH3:21])([CH3:20])[CH3:19])[CH:9]=2)=[O:13])[CH3:26])[CH2:24][CH2:23]1. (6) Given the reactants [CH3:1][O:2][C:3]1[C:4]([O:20][CH2:21][O:22][CH2:23][CH2:24][Si:25]([CH3:28])([CH3:27])[CH3:26])=[C:5]([CH:8]=[C:9](B2OC(C)(C)C(C)(C)O2)[CH:10]=1)[CH:6]=[O:7].[C:29]([O:33][C:34]([N:36]1[C:44]2[C:39](=[CH:40][CH:41]=[CH:42][CH:43]=2)[CH:38]=[C:37]1[C:45]1[CH:50]=[C:49](Cl)[N:48]=[N:47][C:46]=1[O:52][CH3:53])=[O:35])([CH3:32])([CH3:31])[CH3:30], predict the reaction product. The product is: [C:29]([O:33][C:34]([N:36]1[C:44]2[C:39](=[CH:40][CH:41]=[CH:42][CH:43]=2)[CH:38]=[C:37]1[C:45]1[CH:50]=[C:49]([C:9]2[CH:10]=[C:3]([O:2][CH3:1])[C:4]([O:20][CH2:21][O:22][CH2:23][CH2:24][Si:25]([CH3:26])([CH3:27])[CH3:28])=[C:5]([CH:6]=[O:7])[CH:8]=2)[N:48]=[N:47][C:46]=1[O:52][CH3:53])=[O:35])([CH3:32])([CH3:31])[CH3:30].